Task: Predict the reactants needed to synthesize the given product.. Dataset: Full USPTO retrosynthesis dataset with 1.9M reactions from patents (1976-2016) (1) The reactants are: FC(F)(F)S(O[C:7]1[CH:12]=[CH:11][C:10]([N:13]2[C:18]3=[N:19][C:20]4[C:25]([Cl:26])=[CH:24][CH:23]=[C:22]([CH:27]([O:32][CH:33]([F:35])[F:34])[C:28]([F:31])([F:30])[F:29])[C:21]=4[N:17]3[CH2:16][CH2:15][CH2:14]2)=[C:9]([CH3:36])[N:8]=1)(=O)=O.[CH3:39][N:40]1[CH2:45][CH2:44]C[CH2:42][CH2:41]1.C[N:47](C)C=O. Given the product [Cl:26][C:25]1[C:20]2[N:19]=[C:18]3[N:13]([C:10]4[C:9]([CH3:36])=[N:8][C:7]([N:47]5[CH2:44][CH2:45][N:40]([CH3:39])[CH2:41][CH2:42]5)=[CH:12][CH:11]=4)[CH2:14][CH2:15][CH2:16][N:17]3[C:21]=2[C:22]([CH:27]([O:32][CH:33]([F:34])[F:35])[C:28]([F:31])([F:30])[F:29])=[CH:23][CH:24]=1, predict the reactants needed to synthesize it. (2) The reactants are: [F:1][C:2]1[CH:7]=[CH:6][C:5]([N:8]2[C:13](=[O:14])[C:12]([C:15]([OH:17])=O)=[CH:11][CH:10]=[N:9]2)=[CH:4][CH:3]=1.CCN=C=NCCCN(C)C.C1C=CC2N(O)N=NC=2C=1.[CH3:39][O:40][C:41]1[CH:83]=[CH:82][C:44]([CH2:45][N:46]2[C:50]3=[N:51][CH:52]=[CH:53][C:54]([O:55][C:56]4[CH:61]=[CH:60][C:59]([NH2:62])=[CH:58][C:57]=4[F:63])=[C:49]3[C:48]([C:64]3[CH:65]=[N:66][N:67]([CH:69]4[CH2:74][CH2:73][N:72]([C:75]([O:77][C:78]([CH3:81])([CH3:80])[CH3:79])=[O:76])[CH2:71][CH2:70]4)[CH:68]=3)=[N:47]2)=[CH:43][CH:42]=1.CCN(C(C)C)C(C)C. Given the product [F:63][C:57]1[CH:58]=[C:59]([NH:62][C:15]([C:12]2[C:13](=[O:14])[N:8]([C:5]3[CH:4]=[CH:3][C:2]([F:1])=[CH:7][CH:6]=3)[N:9]=[CH:10][CH:11]=2)=[O:17])[CH:60]=[CH:61][C:56]=1[O:55][C:54]1[CH:53]=[CH:52][N:51]=[C:50]2[N:46]([CH2:45][C:44]3[CH:43]=[CH:42][C:41]([O:40][CH3:39])=[CH:83][CH:82]=3)[N:47]=[C:48]([C:64]3[CH:65]=[N:66][N:67]([CH:69]4[CH2:74][CH2:73][N:72]([C:75]([O:77][C:78]([CH3:80])([CH3:81])[CH3:79])=[O:76])[CH2:71][CH2:70]4)[CH:68]=3)[C:49]=12, predict the reactants needed to synthesize it. (3) Given the product [F:12][C:11]1[CH:10]=[CH:9][C:4]([C:5]([O:7][CH3:8])=[O:6])=[CH:3][C:2]=1[C:26]#[C:20][C:21]1[CH:22]=[CH:23][CH:24]=[CH:25][N:15]=1, predict the reactants needed to synthesize it. The reactants are: Br[C:2]1[CH:3]=[C:4]([CH:9]=[CH:10][C:11]=1[F:12])[C:5]([O:7][CH3:8])=[O:6].C([N:15](CC)CC)C.[C:20]1([CH3:26])[CH:25]=[CH:24][CH:23]=[CH:22][CH:21]=1. (4) Given the product [N:12]1([C:10]2[C:9]3[C:4](=[C:5]4[CH:20]=[CH:19][NH:18][C:6]4=[CH:7][CH:8]=3)[N:3]=[C:2]([C:24]3[CH:25]=[CH:26][N:27]=[C:22]([NH2:21])[N:23]=3)[N:11]=2)[CH2:17][CH2:16][O:15][CH2:14][CH2:13]1, predict the reactants needed to synthesize it. The reactants are: Cl[C:2]1[N:11]=[C:10]([N:12]2[CH2:17][CH2:16][O:15][CH2:14][CH2:13]2)[C:9]2[C:4](=[C:5]3[CH:20]=[CH:19][NH:18][C:6]3=[CH:7][CH:8]=2)[N:3]=1.[NH2:21][C:22]1[N:27]=[CH:26][C:25](B(O)O)=[CH:24][N:23]=1.C([O-])([O-])=O.[Na+].[Na+]. (5) Given the product [N:18]1[CH:19]=[CH:20][CH:21]=[CH:22][C:17]=1[C:14]1[C:13]2[C:8]([NH:7][CH:4]3[CH2:5][CH2:6][O:1][CH2:2][CH2:3]3)=[N:9][CH:10]=[CH:11][C:12]=2[NH:16][N:15]=1, predict the reactants needed to synthesize it. The reactants are: [O:1]1[CH2:6][CH2:5][CH:4]([NH:7][C:8]2[C:13]3[C:14]([C:17]4[CH:22]=[C:21](C(F)(F)F)[CH:20]=[CH:19][N:18]=4)=[N:15][NH:16][C:12]=3[CH:11]=[CH:10][N:9]=2)[CH2:3][CH2:2]1.COC1C=CC(CN2C3C=CN=C(NC4CCOCC4)C=3C([Sn](C)(C)C)=N2)=CC=1.BrC1C=CC=CN=1.